From a dataset of Forward reaction prediction with 1.9M reactions from USPTO patents (1976-2016). Predict the product of the given reaction. (1) Given the reactants COC1[CH:26]=[CH:25][C:6]([CH2:7][NH:8][C:9]2[C:14]([NH2:15])=[CH:13][N:12]=[C:11]([NH:16][C:17]3[N:18]=[CH:19][C:20]([C:23]#[N:24])=[N:21][CH:22]=3)[CH:10]=2)=CC=1.C1(C=O)CC1.S(S([O-])=O)([O-])(=O)=O.[Na+].[Na+], predict the reaction product. The product is: [CH:6]1([C:7]2[NH:8][C:9]3[CH:10]=[C:11]([NH:16][C:17]4[N:18]=[CH:19][C:20]([C:23]#[N:24])=[N:21][CH:22]=4)[N:12]=[CH:13][C:14]=3[N:15]=2)[CH2:25][CH2:26]1. (2) Given the reactants Br[C:2]1[CH:3]=[CH:4][C:5]([CH2:8][OH:9])=[N:6][CH:7]=1.[F:10][C:11]1[CH:12]=[C:13](B(O)O)[CH:14]=[CH:15][C:16]=1[O:17][C:18]([F:21])([F:20])[F:19].C([O-])([O-])=O.[Na+].[Na+], predict the reaction product. The product is: [F:10][C:11]1[CH:12]=[C:13]([C:2]2[CH:3]=[CH:4][C:5]([CH2:8][OH:9])=[N:6][CH:7]=2)[CH:14]=[CH:15][C:16]=1[O:17][C:18]([F:19])([F:20])[F:21].